This data is from CYP2D6 inhibition data for predicting drug metabolism from PubChem BioAssay. The task is: Regression/Classification. Given a drug SMILES string, predict its absorption, distribution, metabolism, or excretion properties. Task type varies by dataset: regression for continuous measurements (e.g., permeability, clearance, half-life) or binary classification for categorical outcomes (e.g., BBB penetration, CYP inhibition). Dataset: cyp2d6_veith. (1) The drug is OC[C@H]1NC[C@H](O)[C@@H](O)[C@H]1O. The result is 0 (non-inhibitor). (2) The compound is N#Cc1ccc(CN2CC3(CCN(C(=O)c4csnn4)CC3)C2)cc1. The result is 0 (non-inhibitor). (3) The molecule is CC1(C)CCC(=O)N[C@H]1CC(=O)C[C@H]1NC(=O)CCC1(C)C. The result is 0 (non-inhibitor). (4) The molecule is COCCn1c(=O)c(-c2cccs2)nc2cncnc21. The result is 0 (non-inhibitor). (5) The molecule is CCN(CC)CCO[C@H]1CC[C@@]2(C)C(=CC[C@H]3[C@H]4CCC(=O)[C@@]4(C)CC[C@H]32)C1. The result is 1 (inhibitor). (6) The drug is COc1ccc(C(=O)NC2CC3CCCC(C2)N3CC(C)C)cc1OC. The result is 1 (inhibitor).